Dataset: Full USPTO retrosynthesis dataset with 1.9M reactions from patents (1976-2016). Task: Predict the reactants needed to synthesize the given product. (1) Given the product [NH2:8][C@:9]([C:18]1[O:22][C:21]([C:23]2[C:29]3[CH:30]=[CH:31][CH:32]=[CH:33][C:28]=3[O:27][C:26]3[CH:34]=[CH:35][CH:36]=[CH:37][C:25]=3[CH:24]=2)=[N:20][N:19]=1)([CH3:17])[CH2:10][C:11]1[CH:12]=[CH:13][CH:14]=[CH:15][CH:16]=1, predict the reactants needed to synthesize it. The reactants are: C(OC([NH:8][C@:9]([C:18]1[O:22][C:21]([C:23]2[C:29]3[CH:30]=[CH:31][CH:32]=[CH:33][C:28]=3[O:27][C:26]3[CH:34]=[CH:35][CH:36]=[CH:37][C:25]=3[CH:24]=2)=[N:20][N:19]=1)([CH3:17])[CH2:10][C:11]1[CH:16]=[CH:15][CH:14]=[CH:13][CH:12]=1)=O)(C)(C)C.Cl. (2) Given the product [ClH:1].[ClH:1].[F:37][C:38]1[CH:39]=[CH:40][C:41]([CH2:44][CH2:45][O:46][C:47]2[CH:48]=[CH:49][C:50]([CH:53]([C:61]3([OH:67])[CH2:62][CH2:63][CH2:64][CH2:65][CH2:66]3)[CH2:54][N:55]3[CH2:60][CH2:59][N:58]([CH3:4])[CH2:57][CH2:56]3)=[CH:51][CH:52]=2)=[CH:42][CH:43]=1, predict the reactants needed to synthesize it. The reactants are: [ClH:1].Cl.F[C:4]1C=CC(CCOC2C=CC(C3(O)CCCCC3CCN3CCN(C)CC3)=CC=2)=CC=1.Cl.Cl.[F:37][C:38]1[CH:43]=[CH:42][C:41]([CH2:44][CH2:45][O:46][C:47]2[CH:52]=[CH:51][C:50]([CH:53]([C:61]3([OH:67])[CH2:66][CH2:65][CH2:64][CH2:63][CH2:62]3)[CH2:54][N:55]3[CH2:60][CH2:59][NH:58][CH2:57][CH2:56]3)=[CH:49][CH:48]=2)=[CH:40][CH:39]=1. (3) Given the product [OH:1][C:2]1[C:9]([CH:10]([OH:13])[CH2:11][CH2:12][CH2:19][CH2:18][CH2:17][CH2:24][CH2:25][CH2:26][CH2:27][CH2:28][CH3:29])=[C:8]([OH:14])[CH:7]=[C:6]([CH3:15])[C:3]=1[CH:4]=[O:5], predict the reactants needed to synthesize it. The reactants are: [OH:1][C:2]1[C:9]([CH:10]([OH:13])[CH2:11][CH3:12])=[C:8]([OH:14])[CH:7]=[C:6]([CH3:15])[C:3]=1[CH:4]=[O:5].O[C:17]1[C:24]([CH:25](O)[CH2:26][CH2:27][CH2:28][CH3:29])=C(O)C=C(C)[C:18]=1[CH:19]=O.OC1C(C(O)CCCCCC)=C(O)C=C(C)C=1C=O.OC1C(C(O)CCCCCCCC)=C(O)C=C(C)C=1C=O.OC1C(C(O)CCCCCCCCC)=C(O)C=C(C)C=1C=O. (4) Given the product [CH2:17]([O:24][C:25]1[C:26]([CH2:56][CH3:57])=[C:27]([CH2:40][C:41]2[O:45][C:44](=[O:46])[N:43]([CH2:47][CH2:48][OH:49])[N:42]=2)[C:28]([Br:39])=[C:29]([O:31][CH2:32][C:33]2[CH:38]=[CH:37][CH:36]=[CH:35][CH:34]=2)[CH:30]=1)[C:18]1[CH:19]=[CH:20][CH:21]=[CH:22][CH:23]=1, predict the reactants needed to synthesize it. The reactants are: C(=O)([O-])[O-].[K+].[K+].BrCCOC1CCCCO1.[CH2:17]([O:24][C:25]1[C:26]([CH2:56][CH3:57])=[C:27]([CH2:40][C:41]2[O:45][C:44](=[O:46])[N:43]([CH2:47][CH2:48][O:49]C3CCCCO3)[N:42]=2)[C:28]([Br:39])=[C:29]([O:31][CH2:32][C:33]2[CH:38]=[CH:37][CH:36]=[CH:35][CH:34]=2)[CH:30]=1)[C:18]1[CH:23]=[CH:22][CH:21]=[CH:20][CH:19]=1.Cl. (5) Given the product [NH:14]1[C:13]2[C:12]3[CH:11]=[CH:10][CH:9]=[CH:8][C:7]=3[N:6]=[CH:5][C:4]=2[N:1]=[CH:18]1.[NH:51]1[C:44]2[C:45]3[N:46]=[CH:47][CH:48]=[CH:49][C:50]=3[N:41]=[CH:42][C:43]=2[N:52]=[CH:30]1, predict the reactants needed to synthesize it. The reactants are: [N+:1]([C:4]1[CH:5]=[N:6][C:7]2[C:12]([C:13]=1[NH2:14])=[CH:11][CH:10]=[CH:9][CH:8]=2)([O-])=O.[N+]([C:18]1C=NC2C(C=1N)=NC=CC=2)([O-])=O.N1C2C(=CC=CC=2)C(N)=C(N)[CH:30]=1.[N:41]1[C:50]2[C:45](=[N:46][CH:47]=[CH:48][CH:49]=2)[C:44]([NH2:51])=[C:43]([NH2:52])[CH:42]=1. (6) Given the product [CH3:12][N:13]1[CH2:18][CH2:17][N:16]([CH2:19][CH2:20][CH2:21][NH:22][C:23]([C:25]2[C:29]([C:30]3[CH:31]=[CH:32][CH:33]=[CH:34][CH:35]=3)=[C:28]([CH:36]=[C:5]3[C:4]4[C:8](=[CH:9][CH:10]=[C:2]([Br:1])[CH:3]=4)[NH:7][C:6]3=[O:11])[NH:27][C:26]=2[CH:38]([CH3:40])[CH3:39])=[O:24])[CH2:15][CH2:14]1, predict the reactants needed to synthesize it. The reactants are: [Br:1][C:2]1[CH:3]=[C:4]2[C:8](=[CH:9][CH:10]=1)[NH:7][C:6](=[O:11])[CH2:5]2.[CH3:12][N:13]1[CH2:18][CH2:17][N:16]([CH2:19][CH2:20][CH2:21][NH:22][C:23]([C:25]2[C:29]([C:30]3[CH:35]=[CH:34][CH:33]=[CH:32][CH:31]=3)=[C:28]([CH:36]=O)[NH:27][C:26]=2[CH:38]([CH3:40])[CH3:39])=[O:24])[CH2:15][CH2:14]1.